From a dataset of Forward reaction prediction with 1.9M reactions from USPTO patents (1976-2016). Predict the product of the given reaction. (1) Given the reactants [CH:1]1([CH:7]=[CH:8][C:9]([OH:11])=O)[CH2:6][CH2:5][CH2:4][CH2:3][CH2:2]1.Cl.CN(C)CCCN=C=NCC.O.[OH:25][N:26]1C2C=CC=CC=2N=N1.Cl.NO.C(N(CC)CC)C, predict the reaction product. The product is: [CH:1]1([CH:7]=[CH:8][C:9]([NH:26][OH:25])=[O:11])[CH2:6][CH2:5][CH2:4][CH2:3][CH2:2]1. (2) Given the reactants C[O:2][C:3](=[O:45])[C:4]1[CH:9]=[CH:8][C:7]([O:10][CH2:11][CH2:12][CH2:13][O:14]/[N:15]=[CH:16]/[C:17]2[CH:22]=[C:21]([C:23]([F:26])([F:25])[F:24])[CH:20]=[C:19]([C:27]([F:30])([F:29])[F:28])[CH:18]=2)=[CH:6][C:5]=1[NH:31][C:32](=[O:44])[C:33]1[CH:38]=[CH:37][C:36]([O:39][C:40]([F:43])([F:42])[F:41])=[CH:35][CH:34]=1.CO.[OH-].[Li+].Cl, predict the reaction product. The product is: [F:24][C:23]([F:25])([F:26])[C:21]1[CH:22]=[C:17](/[CH:16]=[N:15]/[O:14][CH2:13][CH2:12][CH2:11][O:10][C:7]2[CH:8]=[CH:9][C:4]([C:3]([OH:45])=[O:2])=[C:5]([NH:31][C:32](=[O:44])[C:33]3[CH:34]=[CH:35][C:36]([O:39][C:40]([F:43])([F:42])[F:41])=[CH:37][CH:38]=3)[CH:6]=2)[CH:18]=[C:19]([C:27]([F:30])([F:28])[F:29])[CH:20]=1. (3) The product is: [Cl:1][C:2]1[CH:28]=[CH:27][C:5]([CH2:6][N:7]2[C:15]3[C:10](=[CH:11][CH:12]=[CH:13][CH:14]=3)[CH:9]=[C:8]2[C:16]([N:18]2[CH2:23][CH2:22][CH:21]([C:24]([NH:58][CH2:57][CH2:56][C:50]3[CH:55]=[CH:54][CH:53]=[CH:52][CH:51]=3)=[O:26])[CH2:20][CH2:19]2)=[O:17])=[CH:4][CH:3]=1. Given the reactants [Cl:1][C:2]1[CH:28]=[CH:27][C:5]([CH2:6][N:7]2[C:15]3[C:10](=[CH:11][CH:12]=[CH:13][CH:14]=3)[CH:9]=[C:8]2[C:16]([N:18]2[CH2:23][CH2:22][CH:21]([C:24]([OH:26])=O)[CH2:20][CH2:19]2)=[O:17])=[CH:4][CH:3]=1.CCN=C=NCCCN(C)C.ON1C2C=CC=CC=2N=N1.[C:50]1([CH2:56][CH2:57][NH2:58])[CH:55]=[CH:54][CH:53]=[CH:52][CH:51]=1, predict the reaction product. (4) Given the reactants C(O)(C(F)(F)F)=O.[CH2:8]([N:10]([C:24]([NH:26][CH2:27][CH:28]1[CH2:33][CH2:32][N:31]([S:34]([CH3:37])(=[O:36])=[O:35])[CH2:30][CH2:29]1)=[O:25])[CH:11]1[CH2:16][CH2:15][N:14](C(OC(C)(C)C)=O)[CH2:13][CH2:12]1)[CH3:9], predict the reaction product. The product is: [CH2:8]([N:10]([CH:11]1[CH2:12][CH2:13][NH:14][CH2:15][CH2:16]1)[C:24]([NH:26][CH2:27][CH:28]1[CH2:33][CH2:32][N:31]([S:34]([CH3:37])(=[O:36])=[O:35])[CH2:30][CH2:29]1)=[O:25])[CH3:9]. (5) Given the reactants C[O:2][C:3](=O)[CH2:4][C:5]1[C:6](=[O:12])[NH:7][NH:8][C:9](=[O:11])[CH:10]=1.[H-].[Al+3].[Li+].[H-].[H-].[H-].[OH-].[Na+].Cl, predict the reaction product. The product is: [OH:2][CH2:3][CH2:4][C:5]1[C:6](=[O:12])[NH:7][NH:8][C:9](=[O:11])[CH:10]=1. (6) Given the reactants Br[C:2]1[C:3]([NH:14][C:15]([O:17][C:18]([CH3:21])([CH3:20])[CH3:19])=[O:16])=[C:4]([NH:10][C:11](=[O:13])[O-:12])[N:5]([CH2:7][CH2:8][OH:9])[N:6]=1.C[Li].[C:24]([Li])([CH3:27])([CH3:26])[CH3:25].CN(C)[CH:31]=[O:32], predict the reaction product. The product is: [C:18]([O:17][C:15]([NH:14][C:3]1[C:2]([CH:31]=[O:32])=[N:6][N:5]([CH2:7][CH2:8][OH:9])[C:4]=1[NH:10][C:11](=[O:13])[O:12][C:24]([CH3:27])([CH3:26])[CH3:25])=[O:16])([CH3:21])([CH3:20])[CH3:19].